From a dataset of CYP2C19 inhibition data for predicting drug metabolism from PubChem BioAssay. Regression/Classification. Given a drug SMILES string, predict its absorption, distribution, metabolism, or excretion properties. Task type varies by dataset: regression for continuous measurements (e.g., permeability, clearance, half-life) or binary classification for categorical outcomes (e.g., BBB penetration, CYP inhibition). Dataset: cyp2c19_veith. (1) The drug is CCOC(=O)CCN1C(=O)[C@H]2CC[C@H]3/C(=N\O[C@@H]4O[C@@H](COC(C)=O)[C@@H](OC(C)=O)[C@@H](OC(C)=O)[C@H]4OC(C)=O)C[C@@H](O)[C@@H](O)[C@@H]3[C@@H]2C1=O. The result is 0 (non-inhibitor). (2) The compound is CCCCCOC(=O)c1c(N)n(CCOC)c2nc3ccccc3nc12. The result is 1 (inhibitor). (3) The result is 0 (non-inhibitor). The drug is COc1cc(OC)c2c(c1)C(=O)c1cc(OC)cc(OC)c1C2=O. (4) The compound is Cc1ccc(S(=O)(=O)NCC2CCC(C(=O)N3CCC4(CC3)OCCO4)CC2)cc1. The result is 1 (inhibitor). (5) The drug is CS(=O)(=O)N1CCC[C@@]2(CCN(C(=O)Nc3ccccc3)C2)C1. The result is 0 (non-inhibitor).